Binary Classification. Given a drug SMILES string, predict its activity (active/inactive) in a high-throughput screening assay against a specified biological target. From a dataset of M1 muscarinic receptor antagonist screen with 61,756 compounds. (1) The drug is OCCn1c2c(n(c1=N)CC)cccc2. The result is 0 (inactive). (2) The compound is s1c(c2nn(nn2)CC(=O)N(CC(=O)NCC2OCCC2)Cc2c(F)cccc2)ccc1. The result is 0 (inactive).